Predict the product of the given reaction. From a dataset of Forward reaction prediction with 1.9M reactions from USPTO patents (1976-2016). (1) Given the reactants [C:1]([O:4][C@@H:5]1[C@@H:19]([O:20][C:21](=[O:23])[CH3:22])[C@H:18]([O:24][C:25](=[O:27])[CH3:26])[CH2:17][S:16][C@H:6]1[O:7][C:8]1[C:9]([Cl:15])=[N:10][C:11](I)=[CH:12][CH:13]=1)(=[O:3])[CH3:2].[CH3:28][O:29][C:30]1[C:35](B(O)O)=[CH:34][CH:33]=[CH:32][N:31]=1, predict the reaction product. The product is: [C:1]([O:4][C@@H:5]1[C@@H:19]([O:20][C:21](=[O:23])[CH3:22])[C@H:18]([O:24][C:25](=[O:27])[CH3:26])[CH2:17][S:16][C@H:6]1[O:7][C:8]1[C:9]([Cl:15])=[N:10][C:11]([C:35]2[C:30]([O:29][CH3:28])=[N:31][CH:32]=[CH:33][CH:34]=2)=[CH:12][CH:13]=1)(=[O:3])[CH3:2]. (2) Given the reactants [OH:1][C:2]1[CH:7]=[CH:6][CH:5]=[CH:4][C:3]=1[C:8]1[CH:17]=[CH:16][C:15]2[C:10](=[C:11]([NH:18][C:19]([C:21]3[N:22]=[CH:23][S:24][CH:25]=3)=[O:20])[CH:12]=[CH:13][CH:14]=2)[N:9]=1.Cl[CH2:27][CH2:28][N:29]1[CH2:34][CH2:33][O:32][CH2:31][CH2:30]1.C(=O)([O-])[O-].[Cs+].[Cs+], predict the reaction product. The product is: [O:32]1[CH2:33][CH2:34][N:29]([CH2:28][CH2:27][O:1][C:2]2[CH:7]=[CH:6][CH:5]=[CH:4][C:3]=2[C:8]2[CH:17]=[CH:16][C:15]3[C:10](=[C:11]([NH:18][C:19]([C:21]4[N:22]=[CH:23][S:24][CH:25]=4)=[O:20])[CH:12]=[CH:13][CH:14]=3)[N:9]=2)[CH2:30][CH2:31]1. (3) Given the reactants [C:1]1([N:7]2[C:11]([C:12]([OH:14])=O)=[CH:10][CH:9]=[N:8]2)[CH:6]=[CH:5][CH:4]=[CH:3][CH:2]=1.[CH3:15][O:16][C:17]1[CH:18]=[C:19]([N:23]2[CH2:28][CH2:27][NH:26][CH2:25][CH2:24]2)[CH:20]=[CH:21][CH:22]=1, predict the reaction product. The product is: [CH3:15][O:16][C:17]1[CH:18]=[C:19]([N:23]2[CH2:28][CH2:27][N:26]([C:12]([C:11]3[N:7]([C:1]4[CH:2]=[CH:3][CH:4]=[CH:5][CH:6]=4)[N:8]=[CH:9][CH:10]=3)=[O:14])[CH2:25][CH2:24]2)[CH:20]=[CH:21][CH:22]=1. (4) Given the reactants CN(C)CCN.[S:7]1[CH:11]=[CH:10][CH:9]=[C:8]1[CH2:12][O:13][N:14]1C(=O)C2=CC=CC=C2C1=O.C(O)(=O)C.[Cl:29][C:30]1[CH:35]=[CH:34][C:33]([NH:36][S:37]([C:40]([F:43])([F:42])[F:41])(=[O:39])=[O:38])=[C:32]([C:44](=O)[CH2:45][CH3:46])[CH:31]=1, predict the reaction product. The product is: [Cl:29][C:30]1[CH:35]=[CH:34][C:33]([NH:36][S:37]([C:40]([F:43])([F:42])[F:41])(=[O:39])=[O:38])=[C:32]([C:44](=[N:14][O:13][CH2:12][C:8]2[S:7][CH:11]=[CH:10][CH:9]=2)[CH2:45][CH3:46])[CH:31]=1.